Regression. Given two drug SMILES strings and cell line genomic features, predict the synergy score measuring deviation from expected non-interaction effect. From a dataset of Merck oncology drug combination screen with 23,052 pairs across 39 cell lines. Drug 1: COC12C(COC(N)=O)C3=C(C(=O)C(C)=C(N)C3=O)N1CC1NC12. Drug 2: C=CCn1c(=O)c2cnc(Nc3ccc(N4CCN(C)CC4)cc3)nc2n1-c1cccc(C(C)(C)O)n1. Cell line: UWB1289BRCA1. Synergy scores: synergy=3.89.